Dataset: Reaction yield outcomes from USPTO patents with 853,638 reactions. Task: Predict the reaction yield, written as a fraction of the theoretical maximum amount of product (1.0 means a 100% yield; for example, 0.34 means a 34% yield). (1) The reactants are C(OC(N1[C@H](C(O)=O)C(C)(C)SC1)=O)(C)(C)C.C1(OP([Cl:34])(OC2C=CC=CC=2)=O)C=CC=CC=1.CCN(CC)CC.C(N)C=C.Cl.C(OC([N:54]1[C@H:58]([C:59](=[O:64])[NH:60][CH2:61][CH:62]=[CH2:63])[C:57]([CH3:66])([CH3:65])[S:56][CH2:55]1)=O)(C)(C)C. The catalyst is C(OCC)(=O)C. The product is [ClH:34].[CH2:61]([NH:60][C:59]([C@@H:58]1[C:57]([CH3:66])([CH3:65])[S:56][CH2:55][NH:54]1)=[O:64])[CH:62]=[CH2:63]. The yield is 0.952. (2) The reactants are [F:1][C:2]([F:23])([F:22])[C:3]1[CH:8]=[CH:7][C:6]([C:9]2[O:13][C:12]([C:14]3[CH:15]=[C:16]([CH:19]=[CH:20][CH:21]=3)[CH:17]=[O:18])=[N:11][N:10]=2)=[CH:5][CH:4]=1.P([O-])(O)(O)=[O:25].[Na+].CC(=CC)C.Cl([O-])=O.[Na+].S([O-])([O-])=O.[Na+].[Na+].Cl. The catalyst is O.O1CCCC1.C(O)(C)(C)C. The product is [F:23][C:2]([F:1])([F:22])[C:3]1[CH:8]=[CH:7][C:6]([C:9]2[O:13][C:12]([C:14]3[CH:15]=[C:16]([CH:19]=[CH:20][CH:21]=3)[C:17]([OH:25])=[O:18])=[N:11][N:10]=2)=[CH:5][CH:4]=1. The yield is 0.870. (3) The reactants are [Cr](O[Cr]([O-])(=O)=O)([O-])(=O)=O.[Na+].[Na+].[F:12][C:13]1[CH:18]=[C:17]([N+:19]([O-:21])=[O:20])[CH:16]=[CH:15]C=1C.S(=O)(=O)(O)O.[C:28]([OH:31])(=[O:30])[CH3:29]. The catalyst is O. The product is [F:12][C:13]1[CH:18]=[C:17]([N+:19]([O-:21])=[O:20])[CH:16]=[CH:15][C:29]=1[C:28]([OH:31])=[O:30]. The yield is 0.530. (4) The reactants are Br[CH2:2][CH2:3][CH2:4][CH2:5][CH2:6][CH2:7][CH2:8][CH2:9][C:10]([NH:12][C:13]1[C:14]([S:20][CH3:21])=[N:15][CH:16]=[CH:17][C:18]=1[CH3:19])=[O:11].[SH:22][C:23]1[O:24][C:25]2[CH:31]=[CH:30][CH:29]=[CH:28][C:26]=2[N:27]=1.C1OCCOCCOCCOCCOCCOC1.C(=O)([O-])[O-].[K+].[K+]. The catalyst is O.CN(C=O)C. The product is [O:24]1[C:25]2[CH:31]=[CH:30][CH:29]=[CH:28][C:26]=2[N:27]=[C:23]1[S:22][CH2:2][CH2:3][CH2:4][CH2:5][CH2:6][CH2:7][CH2:8][CH2:9][C:10]([NH:12][C:13]1[C:14]([S:20][CH3:21])=[N:15][CH:16]=[CH:17][C:18]=1[CH3:19])=[O:11]. The yield is 0.660. (5) The reactants are [Br:1][C:2]1[CH:21]=[CH:20][C:5]([NH:6][C:7]2[C:16]3[C:11](=[CH:12][C:13]([OH:19])=[C:14]([O:17][CH3:18])[CH:15]=3)[N:10]=[CH:9][N:8]=2)=[C:4]([F:22])[CH:3]=1.O[CH2:24][CH2:25][CH2:26][N:27]1[CH2:31][CH2:30][CH2:29][C:28]1=[O:32].C1(P(C2C=CC=CC=2)C2C=CC=CC=2)C=CC=CC=1.N(C(OCC)=O)=NC(OCC)=O.C(Cl)[Cl:65]. No catalyst specified. The product is [ClH:65].[Br:1][C:2]1[CH:21]=[CH:20][C:5]([NH:6][C:7]2[C:16]3[C:11](=[CH:12][C:13]([O:19][CH2:24][CH2:25][CH2:26][N:27]4[CH2:31][CH2:30][CH2:29][C:28]4=[O:32])=[C:14]([O:17][CH3:18])[CH:15]=3)[N:10]=[CH:9][N:8]=2)=[C:4]([F:22])[CH:3]=1. The yield is 0.670. (6) The reactants are [C:1](#[N:8])[C:2]1[CH:7]=[CH:6][CH:5]=[CH:4][CH:3]=1.[NH2:9][OH:10]. The catalyst is CCO. The product is [OH:10][N:9]=[C:1]([NH2:8])[C:2]1[CH:7]=[CH:6][CH:5]=[CH:4][CH:3]=1. The yield is 1.00. (7) The reactants are [C:1]([O:8]CC)(=[O:7])[C:2](OCC)=O.[O-]CC.[K+].[N+:15]([C:18]1[CH:23]=[CH:22][CH:21]=[C:20]([CH3:24])[C:19]=1C)([O-:17])=[O:16]. The product is [CH3:24][C:20]1[CH:21]=[CH:22][CH:23]=[C:18]([N+:15]([O-:17])=[O:16])[C:19]=1[CH2:2][C:1]([OH:8])=[O:7]. The catalyst is CCOCC. The yield is 0.450. (8) The reactants are C([O:3][C:4]([C@H:6]1[CH2:11][CH2:10][C@H:9]([O:12][C:13]2[N:18]=[CH:17][CH:16]=[CH:15][N:14]=2)[CH2:8][CH2:7]1)=[O:5])C.[OH-].[Na+]. The catalyst is O1CCOCC1. The product is [N:14]1[CH:15]=[CH:16][CH:17]=[N:18][C:13]=1[O:12][C@H:9]1[CH2:8][CH2:7][C@H:6]([C:4]([OH:5])=[O:3])[CH2:11][CH2:10]1. The yield is 0.830. (9) The reactants are [CH3:1][N:2]1[CH:6]=[CH:5][CH:4]=[C:3]1[C:7]#[N:8].C(OB(OC(C)C)OC(C)C)(C)C.C([N-]C(C)C)(C)C.[Li+].Br[C:31]1[CH:45]=[CH:44][C:34]2[NH:35][C:36](=[O:43])[O:37][C:38]([CH2:41][CH3:42])([CH2:39][CH3:40])[C:33]=2[CH:32]=1.C(=O)([O-])[O-].[K+].[K+].[Cl-].[NH4+]. The catalyst is C1COCC1.O. The product is [CH2:41]([C:38]1([CH2:39][CH3:40])[C:33]2[CH:32]=[C:31]([C:6]3[N:2]([CH3:1])[C:3]([C:7]#[N:8])=[CH:4][CH:5]=3)[CH:45]=[CH:44][C:34]=2[NH:35][C:36](=[O:43])[O:37]1)[CH3:42]. The yield is 0.550.